Dataset: CYP1A2 inhibition data for predicting drug metabolism from PubChem BioAssay. Task: Regression/Classification. Given a drug SMILES string, predict its absorption, distribution, metabolism, or excretion properties. Task type varies by dataset: regression for continuous measurements (e.g., permeability, clearance, half-life) or binary classification for categorical outcomes (e.g., BBB penetration, CYP inhibition). Dataset: cyp1a2_veith. (1) The result is 1 (inhibitor). The molecule is N#Cc1nc(-c2ccc(F)cc2)oc1N1CCCC1. (2) The molecule is COc1ccc(CNc2ncncc2-c2ccc(N(C)C)cc2)c(OC)c1. The result is 1 (inhibitor). (3) The compound is CCOC(=O)c1c(C)[nH]c(C)c1C(=O)COC(=O)c1ccc(S(=O)(=O)N(CC)CC)cc1. The result is 1 (inhibitor).